Predict which catalyst facilitates the given reaction. From a dataset of Catalyst prediction with 721,799 reactions and 888 catalyst types from USPTO. Reactant: P([O-])(O)(O)=O.[K+].P([O-])([O-])(O)=O.[K+].[K+].C1C=[N+]([C@@H]2O[C@H](COP(OP(OC[C@H]3O[C@@H](N4C5N=CN=C(N)C=5N=C4)[C@H](OP(O)(O)=O)[C@@H]3O)(O)=O)(O)=O)[C@@H](O)[C@H]2O)C=C(C(N)=O)C=1.O=C[C@@H]([C@H]([C@@H]([C@@H](CO)O)O)O)O.[O:74]=[C:75]1[CH2:80][CH2:79][CH2:78][CH2:77][CH:76]1[C:81]([O:83][CH2:84][CH3:85])=[O:82].C(=O)([O-])[O-].[Na+].[Na+]. Product: [OH:74][CH:75]1[CH2:80][CH2:79][CH2:78][CH2:77][CH:76]1[C:81]([O:83][CH2:84][CH3:85])=[O:82]. The catalyst class is: 13.